Dataset: Peptide-MHC class II binding affinity with 134,281 pairs from IEDB. Task: Regression. Given a peptide amino acid sequence and an MHC pseudo amino acid sequence, predict their binding affinity value. This is MHC class II binding data. (1) The peptide sequence is QNLARTISEAGQAMA. The MHC is HLA-DQA10501-DQB10201 with pseudo-sequence HLA-DQA10501-DQB10201. The binding affinity (normalized) is 0.194. (2) The peptide sequence is AGCQTYKWETFLTSE. The MHC is DRB3_0101 with pseudo-sequence DRB3_0101. The binding affinity (normalized) is 0.316. (3) The peptide sequence is SGDVLWDIPTPKIIE. The MHC is HLA-DQA10601-DQB10402 with pseudo-sequence HLA-DQA10601-DQB10402. The binding affinity (normalized) is 0.327. (4) The peptide sequence is KVGEVCSFYADPKRY. The MHC is H-2-IAb with pseudo-sequence H-2-IAb. The binding affinity (normalized) is 0.0539. (5) The peptide sequence is APYHFDLSGHAFGAM. The MHC is HLA-DQA10301-DQB10302 with pseudo-sequence HLA-DQA10301-DQB10302. The binding affinity (normalized) is 0.212.